From a dataset of Catalyst prediction with 721,799 reactions and 888 catalyst types from USPTO. Predict which catalyst facilitates the given reaction. (1) Reactant: [Cl:1][C:2]1[CH:7]=[CH:6][C:5]([O:8][C:9]2[CH:16]=[CH:15][C:14]([CH:17]=O)=[CH:13][C:10]=2[C:11]#[N:12])=[CH:4][C:3]=1[C:19]([F:22])([F:21])[F:20].[NH3:23]. Product: [NH2:23][CH2:17][C:14]1[CH:15]=[CH:16][C:9]([O:8][C:5]2[CH:6]=[CH:7][C:2]([Cl:1])=[C:3]([C:19]([F:22])([F:21])[F:20])[CH:4]=2)=[C:10]([CH:13]=1)[C:11]#[N:12]. The catalyst class is: 19. (2) Reactant: [Cl:1][CH2:2][C:3](Cl)=[O:4].Cl.Cl.[Cl:8][C:9]1[C:10]([F:35])=[C:11]([CH:32]=[CH:33][CH:34]=1)[NH:12][C:13]1[C:22]2[C:17](=[CH:18][C:19]([O:30][CH3:31])=[C:20]([O:23][CH:24]3[CH2:29][CH2:28][NH:27][CH2:26][CH2:25]3)[CH:21]=2)[N:16]=[CH:15][N:14]=1.C(N(C(C)C)CC)(C)C. Product: [Cl:8][C:9]1[C:10]([F:35])=[C:11]([CH:32]=[CH:33][CH:34]=1)[NH:12][C:13]1[C:22]2[C:17](=[CH:18][C:19]([O:30][CH3:31])=[C:20]([O:23][CH:24]3[CH2:29][CH2:28][N:27]([C:3](=[O:4])[CH2:2][Cl:1])[CH2:26][CH2:25]3)[CH:21]=2)[N:16]=[CH:15][N:14]=1. The catalyst class is: 2. (3) Reactant: [CH2:1]([N:3]([S:9]([C:12]1[CH:17]=[CH:16][C:15]([F:18])=[CH:14][CH:13]=1)(=[O:11])=[O:10])[C:4](=[CH2:8])[C:5]([OH:7])=O)[CH3:2].CCOC(OC(OCC)=O)=O.[CH3:30][O:31][C:32]1[CH:37]=[C:36]([CH2:38][NH2:39])[CH:35]=[C:34]([C:40]2[CH:45]=[CH:44][C:43]([C:46]([F:49])([F:48])[F:47])=[CH:42][CH:41]=2)[N:33]=1. Product: [CH2:1]([N:3]([S:9]([C:12]1[CH:17]=[CH:16][C:15]([F:18])=[CH:14][CH:13]=1)(=[O:11])=[O:10])[C:4](=[CH2:8])[C:5]([NH:39][CH2:38][C:36]1[CH:35]=[C:34]([C:40]2[CH:41]=[CH:42][C:43]([C:46]([F:47])([F:48])[F:49])=[CH:44][CH:45]=2)[N:33]=[C:32]([O:31][CH3:30])[CH:37]=1)=[O:7])[CH3:2]. The catalyst class is: 1. (4) Reactant: [O:1]=[C:2]1[CH2:7][CH2:6][NH:5][CH2:4][CH:3]1[C:8]([O:10][CH3:11])=[O:9].C(N(CC)CC)C.[C:19](O[C:19]([O:21][C:22]([CH3:25])([CH3:24])[CH3:23])=[O:20])([O:21][C:22]([CH3:25])([CH3:24])[CH3:23])=[O:20]. Product: [CH3:23][C:22]([O:21][C:19]([N:5]1[CH2:4][CH:3]([C:8]([O:10][CH3:11])=[O:9])[C:2](=[O:1])[CH2:7][CH2:6]1)=[O:20])([CH3:25])[CH3:24]. The catalyst class is: 2. (5) Reactant: [C:1]1([CH2:7][C:8]([OH:10])=O)[CH:6]=[CH:5][CH:4]=[CH:3][CH:2]=1.[NH:11]1[C:15]2[CH:16]=[CH:17][CH:18]=[CH:19][C:14]=2[N:13]=[C:12]1[C:20]1[C:24]([NH2:25])=[CH:23][NH:22][N:21]=1.C(Cl)CCl.C1C=CC2N(O)N=NC=2C=1. Product: [NH:13]1[C:14]2[CH:19]=[CH:18][CH:17]=[CH:16][C:15]=2[N:11]=[C:12]1[C:20]1[C:24]([NH:25][C:8](=[O:10])[CH2:7][C:1]2[CH:2]=[CH:3][CH:4]=[CH:5][CH:6]=2)=[CH:23][NH:22][N:21]=1. The catalyst class is: 16. (6) Reactant: [CH2:1]([C@@H:8]1[NH:13][CH2:12][CH2:11][N:10]([CH2:14][C:15]2[CH:20]=[CH:19][C:18](Br)=[CH:17][CH:16]=2)[CH2:9]1)[C:2]1[CH:7]=[CH:6][CH:5]=[CH:4][CH:3]=1.[Cl:22][C:23]1[CH:28]=[CH:27][C:26]([Cl:29])=[CH:25][C:24]=1B(O)O.C(=O)([O-])[O-].[Na+].[Na+].C1(C)C=CC=CC=1. Product: [CH2:1]([CH:8]1[NH:13][CH2:12][CH2:11][N:10]([CH2:14][C:15]2[CH:20]=[CH:19][C:18]([C:27]3[CH:28]=[C:23]([Cl:22])[CH:24]=[CH:25][C:26]=3[Cl:29])=[CH:17][CH:16]=2)[CH2:9]1)[C:2]1[CH:7]=[CH:6][CH:5]=[CH:4][CH:3]=1. The catalyst class is: 461. (7) Reactant: C1C=C(Cl)C=C(C(OO)=[O:9])C=1.[F:12][C:13]1[CH:14]=[C:15]([C:19]2[N:24]=[C:23]([N:25]([CH3:34])[C:26]3[CH:31]=[CH:30][N:29]=[C:28]([S:32][CH3:33])[N:27]=3)[CH:22]=[CH:21][CH:20]=2)[CH:16]=[CH:17][CH:18]=1. Product: [F:12][C:13]1[CH:14]=[C:15]([C:19]2[N:24]=[C:23]([N:25]([CH3:34])[C:26]3[CH:31]=[CH:30][N:29]=[C:28]([S:32]([CH3:33])=[O:9])[N:27]=3)[CH:22]=[CH:21][CH:20]=2)[CH:16]=[CH:17][CH:18]=1. The catalyst class is: 2. (8) Reactant: Cl[C:2]1[CH:3]=[C:4]([CH:9]=[C:10]([Cl:12])[N:11]=1)[C:5]([O:7][CH3:8])=[O:6].[CH2:13]([NH:16][S:17]([CH3:20])(=[O:19])=[O:18])[CH2:14][CH3:15].[O-]P([O-])([O-])=O.[K+].[K+].[K+].CC1(C)C2C(=C(P(C3C=CC=CC=3)C3C=CC=CC=3)C=CC=2)OC2C(P(C3C=CC=CC=3)C3C=CC=CC=3)=CC=CC1=2. Product: [Cl:12][C:10]1[CH:9]=[C:4]([CH:3]=[C:2]([N:16]([S:17]([CH3:20])(=[O:19])=[O:18])[CH2:13][CH2:14][CH3:15])[N:11]=1)[C:5]([O:7][CH3:8])=[O:6]. The catalyst class is: 62.